This data is from Catalyst prediction with 721,799 reactions and 888 catalyst types from USPTO. The task is: Predict which catalyst facilitates the given reaction. Reactant: FC(F)(F)C(O)=O.[CH3:8][S:9]([C:12]1[CH:33]=[CH:32][C:15]([O:16][C:17]2[N:22]=[CH:21][N:20]=[C:19]3[N:23]([CH:26]4[CH2:31][CH2:30][NH:29][CH2:28][CH2:27]4)[N:24]=[CH:25][C:18]=23)=[CH:14][CH:13]=1)(=[O:11])=[O:10].[F:34][C:35]([F:46])([F:45])[O:36][C:37]1[CH:38]=[C:39]([CH:42]=[CH:43][CH:44]=1)[CH:40]=O.C(N(CC)CC)C.C(O[BH-](OC(=O)C)OC(=O)C)(=O)C.[Na+]. Product: [CH3:8][S:9]([C:12]1[CH:13]=[CH:14][C:15]([O:16][C:17]2[N:22]=[CH:21][N:20]=[C:19]3[N:23]([CH:26]4[CH2:27][CH2:28][N:29]([CH2:40][C:39]5[CH:42]=[CH:43][CH:44]=[C:37]([O:36][C:35]([F:34])([F:45])[F:46])[CH:38]=5)[CH2:30][CH2:31]4)[N:24]=[CH:25][C:18]=23)=[CH:32][CH:33]=1)(=[O:11])=[O:10]. The catalyst class is: 26.